Dataset: hERG potassium channel inhibition data for cardiac toxicity prediction from Karim et al.. Task: Regression/Classification. Given a drug SMILES string, predict its toxicity properties. Task type varies by dataset: regression for continuous values (e.g., LD50, hERG inhibition percentage) or binary classification for toxic/non-toxic outcomes (e.g., AMES mutagenicity, cardiotoxicity, hepatotoxicity). Dataset: herg_karim. (1) The drug is Cc1ncoc1-c1nnc(SCCCN2CC3CC3(c3ccc(Cl)cc3F)C2)n1C. The result is 1 (blocker). (2) The molecule is Cc1cc(SCc2sc(-c3ccc(C(F)(F)F)c(F)c3)nc2C)ccc1OCC(=O)O. The result is 0 (non-blocker). (3) The drug is Cc1nc(-n2cnnn2)ccc1[C@@H](C)C(=O)N1CCN(CCc2ccc3c(c2C)COC3=O)CC1. The result is 1 (blocker). (4) The molecule is Cc1cc(CNN2CCC2)cnc1-c1ccc(C(=O)Nc2ccccc2N)cc1. The result is 0 (non-blocker).